Task: Regression/Classification. Given a drug SMILES string, predict its absorption, distribution, metabolism, or excretion properties. Task type varies by dataset: regression for continuous measurements (e.g., permeability, clearance, half-life) or binary classification for categorical outcomes (e.g., BBB penetration, CYP inhibition). Dataset: cyp2c19_veith.. Dataset: CYP2C19 inhibition data for predicting drug metabolism from PubChem BioAssay (1) The compound is CCC[C@@H]1C[C@@]1(CCC)C(NS(=O)(=O)c1cccc2cccnc12)c1ccc(Cl)cc1. The result is 1 (inhibitor). (2) The drug is CON(C)C(=O)c1nnc2c(n1)[nH]c1ccccc12. The result is 0 (non-inhibitor). (3) The molecule is CCCCC1=NN2C(=N)CC(=O)N=C2S1. The result is 0 (non-inhibitor). (4) The drug is CNc1cc(-c2ccccc2C(F)(F)F)ncn1. The result is 0 (non-inhibitor). (5) The molecule is CC(C)C(=O)NCCc1nc2ccccc2n1CCCOc1ccc(Cl)cc1. The result is 1 (inhibitor).